From a dataset of Retrosynthesis with 50K atom-mapped reactions and 10 reaction types from USPTO. Predict the reactants needed to synthesize the given product. (1) Given the product CC1(O)CN(c2ncc(C(=O)Nc3ccc(OC(F)(F)Cl)cc3)cc2I)C1, predict the reactants needed to synthesize it. The reactants are: CC1(O)CNC1.O=C(Nc1ccc(OC(F)(F)Cl)cc1)c1cnc(Cl)c(I)c1. (2) Given the product N#Cc1cncc(-c2ccc3c(c2)C2(COC(N)=N2)[C@H]2CC(=O)CC[C@@H]2O3)c1, predict the reactants needed to synthesize it. The reactants are: CC1(C)OB(c2cncc(C#N)c2)OC1(C)C.NC1=NC2(CO1)c1cc(Br)ccc1O[C@H]1CCC(=O)C[C@@H]12. (3) Given the product CC(C)(C)OC(=O)CCCCCCCCCCCCCCC(=O)Nc1cc(C(=O)O)cc(C(=O)OC(C)(C)C)c1, predict the reactants needed to synthesize it. The reactants are: CC(C)(C)OC(=O)CCCCCCCCCCCCCCC(=O)O.CC(C)(C)OC(=O)c1cc(N)cc(C(=O)O)c1.